This data is from CYP2C19 inhibition data for predicting drug metabolism from PubChem BioAssay. The task is: Regression/Classification. Given a drug SMILES string, predict its absorption, distribution, metabolism, or excretion properties. Task type varies by dataset: regression for continuous measurements (e.g., permeability, clearance, half-life) or binary classification for categorical outcomes (e.g., BBB penetration, CYP inhibition). Dataset: cyp2c19_veith. (1) The molecule is COc1cc([C@H](O)CO)ccc1O. The result is 0 (non-inhibitor). (2) The drug is COc1ncc2ncc(=O)n(Cc3ccc(F)cc3)c2n1. The result is 1 (inhibitor). (3) The molecule is CC(C)CO/N=C1/C[C@@H](O)[C@@H](O)[C@H]2[C@@H]1CC[C@@H]1C(=O)N(C3CCCCC3)C(=O)[C@H]12. The result is 0 (non-inhibitor). (4) The compound is CCCc1nc(SCC(=O)Nc2nc3c(s2)CCCC3)c2ccccc2n1. The result is 1 (inhibitor). (5) The molecule is Fc1ccccc1NC(=S)NCCc1ccccc1. The result is 1 (inhibitor). (6) The drug is Cc1cc(C)nc(NC(=O)/C=C/c2ccc(Cl)cc2Cl)c1. The result is 1 (inhibitor). (7) The compound is Cc1cc(C)cc(CSCC(=O)N/N=C/c2ccc(OCC(=O)NCc3ccco3)cc2)c1. The result is 1 (inhibitor). (8) The drug is CCN1CCC(O)([C@H](C(=O)O)c2ccccc2)CC1. The result is 0 (non-inhibitor). (9) The drug is CC1CCN(CC(=O)Nc2cccc([N+](=O)[O-])c2)CC1. The result is 1 (inhibitor). (10) The drug is O=C(Nc1ccccc1)N1CC[C@@]2(CCCN(C(=O)Oc3ccccc3)C2)C1. The result is 0 (non-inhibitor).